Regression/Classification. Given a drug SMILES string, predict its absorption, distribution, metabolism, or excretion properties. Task type varies by dataset: regression for continuous measurements (e.g., permeability, clearance, half-life) or binary classification for categorical outcomes (e.g., BBB penetration, CYP inhibition). Dataset: cyp2c9_veith. From a dataset of CYP2C9 inhibition data for predicting drug metabolism from PubChem BioAssay. (1) The drug is CN1CCN(c2ncncc2-c2ccc(C(=O)N(C)C)cc2)CC1. The result is 0 (non-inhibitor). (2) The compound is NC(N)=NC(N)=Nc1ccc(C(=O)O)cc1. The result is 0 (non-inhibitor). (3) The molecule is O=c1c(-c2ccc(F)cc2)nc2cnc(Oc3cccc(Cl)c3)nc2n1C[C@H]1CCCO1. The result is 1 (inhibitor). (4) The molecule is COC(=O)c1ccc(OCC2c3cc(OC)c(OC)cc3CCN2C(=O)c2ccco2)cc1. The result is 1 (inhibitor).